Task: Predict the product of the given reaction.. Dataset: Forward reaction prediction with 1.9M reactions from USPTO patents (1976-2016) (1) Given the reactants [O:1]=[C:2]1[CH2:7][O:6][C:5]2[CH:8]=[CH:9][C:10]([C:12](=O)[CH2:13][C:14](=O)[CH3:15])=[CH:11][C:4]=2[NH:3]1.[NH2:18][NH2:19], predict the reaction product. The product is: [CH3:15][C:14]1[CH:13]=[C:12]([C:10]2[CH:9]=[CH:8][C:5]3[O:6][CH2:7][C:2](=[O:1])[NH:3][C:4]=3[CH:11]=2)[NH:19][N:18]=1. (2) Given the reactants [N-:1]=[N+:2]=[N-:3].[Na+].[S:5]([O:15][CH2:16][CH2:17][O:18][CH2:19][CH2:20]OS(C1C=CC(C)=CC=1)(=O)=O)([C:8]1[CH:14]=[CH:13][C:11]([CH3:12])=[CH:10][CH:9]=1)(=[O:7])=[O:6].O, predict the reaction product. The product is: [C:11]1([CH3:12])[CH:10]=[CH:9][C:8]([S:5]([O:15][CH2:16][CH2:17][O:18][CH2:19][CH2:20][N:1]=[N+:2]=[N-:3])(=[O:6])=[O:7])=[CH:14][CH:13]=1. (3) The product is: [NH2:1][C:4]1[CH:5]=[CH:6][C:7]([S:10]([NH:13][CH2:14][CH2:15][CH2:16][CH2:17][C@@H:18]([C:37]([OH:39])=[O:38])[NH:19][C:20]([O:22][CH2:23][CH:24]2[C:36]3[CH:35]=[CH:34][CH:33]=[CH:32][C:31]=3[C:30]3[C:25]2=[CH:26][CH:27]=[CH:28][CH:29]=3)=[O:21])(=[O:11])=[O:12])=[CH:8][CH:9]=1. Given the reactants [N+:1]([C:4]1[CH:9]=[CH:8][C:7]([S:10]([NH:13][CH2:14][CH2:15][CH2:16][CH2:17][C@@H:18]([C:37]([OH:39])=[O:38])[NH:19][C:20]([O:22][CH2:23][CH:24]2[C:36]3[CH:35]=[CH:34][CH:33]=[CH:32][C:31]=3[C:30]3[C:25]2=[CH:26][CH:27]=[CH:28][CH:29]=3)=[O:21])(=[O:12])=[O:11])=[CH:6][CH:5]=1)([O-])=O, predict the reaction product. (4) The product is: [CH2:1]([O:3][C:4]([C:6]1[N:15]([CH2:16][O:17][CH2:18][CH2:19][Si:20]([CH3:23])([CH3:22])[CH3:21])[C:9]2[N:10]=[CH:11][N:12]=[C:13]([O:72][C:73]3[CH:74]=[CH:49][C:50]([NH:55][C:37]([C:34]4([C:32](=[O:33])[NH:31][C:28]5[CH:27]=[CH:26][C:25]([F:24])=[CH:30][CH:29]=5)[CH2:35][CH2:36]4)=[O:39])=[CH:51][C:52]=3[F:57])[C:8]=2[CH:7]=1)=[O:5])[CH3:2]. Given the reactants [CH2:1]([O:3][C:4]([C:6]1[N:15]([CH2:16][O:17][CH2:18][CH2:19][Si:20]([CH3:23])([CH3:22])[CH3:21])[C:9]2[N:10]=[CH:11][N:12]=[C:13](Cl)[C:8]=2[CH:7]=1)=[O:5])[CH3:2].[F:24][C:25]1[CH:30]=[CH:29][C:28]([NH:31][C:32]([C:34]2([C:37]([OH:39])=O)[CH2:36][CH2:35]2)=[O:33])=[CH:27][CH:26]=1.CN(C(ON1N=[N:55][C:50]2[CH:51]=[CH:52]C=N[C:49]1=2)=[N+](C)C)C.[F:57][P-](F)(F)(F)(F)F.CN(C=O)C.C([O:72][CH2:73][CH3:74])(=O)C, predict the reaction product. (5) The product is: [CH2:1]([O:8][C:9](=[O:21])[N:10]([CH:12]1[CH2:17][CH2:16][CH:15]([CH:18]=[O:19])[CH2:14][CH2:13]1)[CH3:11])[C:2]1[CH:3]=[CH:4][CH:5]=[CH:6][CH:7]=1. Given the reactants [CH2:1]([O:8][C:9](=[O:21])[N:10]([CH:12]1[CH2:17][CH2:16][C:15](=[CH:18][O:19]C)[CH2:14][CH2:13]1)[CH3:11])[C:2]1[CH:7]=[CH:6][CH:5]=[CH:4][CH:3]=1.Cl, predict the reaction product. (6) Given the reactants [Cl:1][C:2]1[CH:3]=[C:4]([CH2:26][CH:27]([O:33][C:34]2[CH:39]=[CH:38][CH:37]=[CH:36][CH:35]=2)[C:28]([O:30]CC)=[O:29])[CH:5]=[CH:6][C:7]=1[O:8][CH2:9][CH2:10][NH:11][C:12](=[O:25])[C:13]1[CH:18]=[CH:17][C:16]([C:19]2[CH:24]=[CH:23][CH:22]=[CH:21][N:20]=2)=[CH:15][CH:14]=1.[OH-].[Na+], predict the reaction product. The product is: [Cl:1][C:2]1[CH:3]=[C:4]([CH2:26][CH:27]([O:33][C:34]2[CH:39]=[CH:38][CH:37]=[CH:36][CH:35]=2)[C:28]([OH:30])=[O:29])[CH:5]=[CH:6][C:7]=1[O:8][CH2:9][CH2:10][NH:11][C:12](=[O:25])[C:13]1[CH:14]=[CH:15][C:16]([C:19]2[CH:24]=[CH:23][CH:22]=[CH:21][N:20]=2)=[CH:17][CH:18]=1.